Predict the reaction yield, written as a fraction of the theoretical maximum amount of product (1.0 means a 100% yield; for example, 0.34 means a 34% yield). From a dataset of Reaction yield outcomes from USPTO patents with 853,638 reactions. The reactants are [CH2:1]1[C:9]2[C:4](=[CH:5][CH:6]=[CH:7][CH:8]=2)[CH2:3][C:2]1=[O:10].CO[CH:13](OC)[N:14]([CH3:16])[CH3:15]. The catalyst is O1CCCC1. The product is [CH3:13][N:14]([CH:16]=[C:1]1[C:9]2[C:4](=[CH:5][CH:6]=[CH:7][CH:8]=2)[CH2:3][C:2]1=[O:10])[CH3:15]. The yield is 1.00.